The task is: Predict the reaction yield, written as a fraction of the theoretical maximum amount of product (1.0 means a 100% yield; for example, 0.34 means a 34% yield).. This data is from Reaction yield outcomes from USPTO patents with 853,638 reactions. (1) The reactants are [Br:1][C:2]1[CH:3]=[C:4]2[C:8](=[CH:9][CH:10]=1)[NH:7][C:6](=[O:11])[C:5]2=O.[NH:13]([C:15]([C:17]1[CH:22]=[CH:21][C:20]([NH:23][C:24](=[O:33])[CH2:25][CH2:26][C:27]2[CH:32]=[CH:31][CH:30]=[CH:29][CH:28]=2)=[CH:19][CH:18]=1)=[O:16])[NH2:14]. The catalyst is C(O)(=O)C. The product is [Br:1][C:2]1[CH:3]=[C:4]2[C:8](=[CH:9][CH:10]=1)[NH:7][C:6](=[O:11])[C:5]2=[N:14][NH:13][C:15]([C:17]1[CH:18]=[CH:19][C:20]([NH:23][C:24](=[O:33])[CH2:25][CH2:26][C:27]2[CH:28]=[CH:29][CH:30]=[CH:31][CH:32]=2)=[CH:21][CH:22]=1)=[O:16]. The yield is 0.790. (2) The reactants are [C:1]([O:5][C:6]([N:8]1[CH2:13][CH2:12][N:11]([C:14]2[CH:19]=[CH:18][C:17]([Br:20])=[CH:16][C:15]=2[NH2:21])[CH2:10][CH2:9]1)=[O:7])([CH3:4])([CH3:3])[CH3:2].[CH:22]1[C:31]2[C:26](=[CH:27][CH:28]=[CH:29][CH:30]=2)[CH:25]=[CH:24][C:23]=1[CH2:32]Br.[H-].[Na+]. The catalyst is CN(C=O)C.C(OCC)(=O)C. The product is [C:1]([O:5][C:6]([N:8]1[CH2:13][CH2:12][N:11]([C:14]2[CH:19]=[CH:18][C:17]([Br:20])=[CH:16][C:15]=2[NH:21][CH2:32][C:23]2[CH:24]=[CH:25][C:26]3[C:31](=[CH:30][CH:29]=[CH:28][CH:27]=3)[CH:22]=2)[CH2:10][CH2:9]1)=[O:7])([CH3:4])([CH3:2])[CH3:3]. The yield is 0.290. (3) The reactants are [CH:1]1([NH:6][CH2:7][CH2:8][C:9]([O:11][CH3:12])=[O:10])[CH2:5][CH2:4][CH2:3][CH2:2]1.C([O-])([O-])=O.[K+].[K+].[Cl:19][C:20]1[N:25]=[C:24](Cl)[C:23]([N+:27]([O-:29])=[O:28])=[CH:22][N:21]=1.N1C=CC=NC=1. The catalyst is CC(C)=O. The product is [CH:1]1([N:6]([C:22]2[C:23]([N+:27]([O-:29])=[O:28])=[CH:24][N:25]=[C:20]([Cl:19])[N:21]=2)[CH2:7][CH2:8][C:9]([O:11][CH3:12])=[O:10])[CH2:2][CH2:3][CH2:4][CH2:5]1. The yield is 0.650. (4) The reactants are C(Cl)(=O)C(Cl)=O.CS(C)=O.[CH2:11]([O:13][C:14](=[O:55])[CH2:15][NH:16][C:17]([C:19]1[C:24]([O:25][CH2:26][C:27]2[CH:32]=[CH:31][CH:30]=[CH:29][CH:28]=2)=[C:23]([CH3:33])[N:22]=[C:21]([CH2:34][CH:35]2[CH2:40][CH2:39][N:38]([C:41]3[CH:46]=[CH:45][C:44]([C:47]4[CH:52]=[CH:51][C:50]([CH2:53][OH:54])=[CH:49][CH:48]=4)=[CH:43][CH:42]=3)[CH2:37][CH2:36]2)[N:20]=1)=[O:18])[CH3:12].C(N(CC)CC)C. The catalyst is ClCCl.O. The product is [CH2:11]([O:13][C:14](=[O:55])[CH2:15][NH:16][C:17]([C:19]1[C:24]([O:25][CH2:26][C:27]2[CH:28]=[CH:29][CH:30]=[CH:31][CH:32]=2)=[C:23]([CH3:33])[N:22]=[C:21]([CH2:34][CH:35]2[CH2:40][CH2:39][N:38]([C:41]3[CH:42]=[CH:43][C:44]([C:47]4[CH:48]=[CH:49][C:50]([CH:53]=[O:54])=[CH:51][CH:52]=4)=[CH:45][CH:46]=3)[CH2:37][CH2:36]2)[N:20]=1)=[O:18])[CH3:12]. The yield is 0.850.